From a dataset of NCI-60 drug combinations with 297,098 pairs across 59 cell lines. Regression. Given two drug SMILES strings and cell line genomic features, predict the synergy score measuring deviation from expected non-interaction effect. (1) Drug 1: C1=NC2=C(N1)C(=S)N=CN2. Drug 2: CN(C(=O)NC(C=O)C(C(C(CO)O)O)O)N=O. Cell line: IGROV1. Synergy scores: CSS=6.92, Synergy_ZIP=-1.04, Synergy_Bliss=1.08, Synergy_Loewe=-11.4, Synergy_HSA=-2.15. (2) Drug 1: CS(=O)(=O)C1=CC(=C(C=C1)C(=O)NC2=CC(=C(C=C2)Cl)C3=CC=CC=N3)Cl. Drug 2: CC1=C2C(C(=O)C3(C(CC4C(C3C(C(C2(C)C)(CC1OC(=O)C(C(C5=CC=CC=C5)NC(=O)OC(C)(C)C)O)O)OC(=O)C6=CC=CC=C6)(CO4)OC(=O)C)OC)C)OC. Cell line: KM12. Synergy scores: CSS=48.1, Synergy_ZIP=1.62, Synergy_Bliss=0.447, Synergy_Loewe=-12.7, Synergy_HSA=4.98. (3) Drug 1: COC1=C(C=C2C(=C1)N=CN=C2NC3=CC(=C(C=C3)F)Cl)OCCCN4CCOCC4. Drug 2: C1=CC=C(C(=C1)C(C2=CC=C(C=C2)Cl)C(Cl)Cl)Cl. Cell line: UACC62. Synergy scores: CSS=23.6, Synergy_ZIP=-4.42, Synergy_Bliss=2.24, Synergy_Loewe=-11.4, Synergy_HSA=2.20. (4) Drug 1: C1=CC=C(C=C1)NC(=O)CCCCCCC(=O)NO. Drug 2: C(CCl)NC(=O)N(CCCl)N=O. Cell line: HOP-92. Synergy scores: CSS=33.4, Synergy_ZIP=-6.97, Synergy_Bliss=-1.58, Synergy_Loewe=2.57, Synergy_HSA=2.53. (5) Drug 1: CCCCC(=O)OCC(=O)C1(CC(C2=C(C1)C(=C3C(=C2O)C(=O)C4=C(C3=O)C=CC=C4OC)O)OC5CC(C(C(O5)C)O)NC(=O)C(F)(F)F)O. Drug 2: C1C(C(OC1N2C=NC3=C2NC=NCC3O)CO)O. Cell line: EKVX. Synergy scores: CSS=31.9, Synergy_ZIP=2.16, Synergy_Bliss=2.31, Synergy_Loewe=4.33, Synergy_HSA=2.60. (6) Drug 1: C1=CC(=CC=C1CC(C(=O)O)N)N(CCCl)CCCl.Cl. Drug 2: C1CN1P(=S)(N2CC2)N3CC3. Cell line: 786-0. Synergy scores: CSS=26.8, Synergy_ZIP=-1.70, Synergy_Bliss=4.02, Synergy_Loewe=-1.29, Synergy_HSA=3.46. (7) Drug 1: CN(C)N=NC1=C(NC=N1)C(=O)N. Drug 2: CCCCC(=O)OCC(=O)C1(CC(C2=C(C1)C(=C3C(=C2O)C(=O)C4=C(C3=O)C=CC=C4OC)O)OC5CC(C(C(O5)C)O)NC(=O)C(F)(F)F)O. Cell line: A498. Synergy scores: CSS=1.02, Synergy_ZIP=-1.67, Synergy_Bliss=-3.51, Synergy_Loewe=-3.74, Synergy_HSA=-3.63. (8) Drug 1: CC12CCC3C(C1CCC2=O)CC(=C)C4=CC(=O)C=CC34C. Drug 2: CC(CN1CC(=O)NC(=O)C1)N2CC(=O)NC(=O)C2. Cell line: NCI-H522. Synergy scores: CSS=35.9, Synergy_ZIP=1.66, Synergy_Bliss=5.89, Synergy_Loewe=3.16, Synergy_HSA=7.43. (9) Drug 1: COC1=CC(=CC(=C1O)OC)C2C3C(COC3=O)C(C4=CC5=C(C=C24)OCO5)OC6C(C(C7C(O6)COC(O7)C8=CC=CS8)O)O. Drug 2: C1CCC(C(C1)N)N.C(=O)(C(=O)[O-])[O-].[Pt+4]. Cell line: OVCAR-8. Synergy scores: CSS=14.8, Synergy_ZIP=-10.8, Synergy_Bliss=-6.80, Synergy_Loewe=-11.8, Synergy_HSA=-3.25.